Dataset: Full USPTO retrosynthesis dataset with 1.9M reactions from patents (1976-2016). Task: Predict the reactants needed to synthesize the given product. (1) Given the product [CH2:23]([O:25][CH2:26][CH2:27][CH2:28][O:29][C:30]1[CH:35]=[CH:34][NH:33][C:32](=[S:10])[C:31]=1[CH3:37])[CH3:24], predict the reactants needed to synthesize it. The reactants are: COC1C=CC(P2(SP(C3C=CC(OC)=CC=3)(=S)S2)=[S:10])=CC=1.[CH2:23]([O:25][CH2:26][CH2:27][CH2:28][O:29][C:30]1[CH:35]=[CH:34][NH:33][C:32](=O)[C:31]=1[CH3:37])[CH3:24]. (2) The reactants are: [Cl:1][C:2]1[C:7]([N+:8]([O-:10])=[O:9])=[CH:6][CH:5]=[C:4]([Cl:11])[C:3]=1[S:12](Cl)(=[O:14])=[O:13].[CH2:16]([NH2:22])[C@H:17]1[O:21][CH2:20][CH2:19][CH2:18]1.C(N(CC)CC)C. Given the product [CH2:16]([NH:22][S:12]([C:3]1[C:4]([Cl:11])=[CH:5][CH:6]=[C:7]([N+:8]([O-:10])=[O:9])[C:2]=1[Cl:1])(=[O:14])=[O:13])[C@H:17]1[O:21][CH2:20][CH2:19][CH2:18]1, predict the reactants needed to synthesize it. (3) Given the product [ClH:25].[ClH:25].[C:1]1([C:7]2[N:8]=[C:9]([N:12]3[CH2:17][CH2:16][NH:15][CH2:14][CH2:13]3)[S:10][CH:11]=2)[CH:2]=[CH:3][CH:4]=[CH:5][CH:6]=1, predict the reactants needed to synthesize it. The reactants are: [C:1]1([C:7]2[N:8]=[C:9]([N:12]3[CH2:17][CH2:16][N:15](C(OC(C)(C)C)=O)[CH2:14][CH2:13]3)[S:10][CH:11]=2)[CH:6]=[CH:5][CH:4]=[CH:3][CH:2]=1.[ClH:25].C(OCC)C. (4) Given the product [NH2:21][C:13]1[CH:14]=[C:15]([CH2:18][CH2:19][CH3:20])[CH:16]=[CH:17][C:12]=1[CH2:11][NH:10][CH:2]1[CH2:3][C:4]2[C:9](=[CH:8][CH:7]=[CH:6][CH:5]=2)[CH2:1]1, predict the reactants needed to synthesize it. The reactants are: [CH2:1]1[C:9]2[C:4](=[CH:5][CH:6]=[CH:7][CH:8]=2)[CH2:3][CH:2]1[NH:10][CH2:11][C:12]1[CH:17]=[CH:16][C:15](/[CH:18]=[CH:19]/[CH3:20])=[CH:14][C:13]=1[N+:21]([O-])=O.[H][H].